Dataset: Forward reaction prediction with 1.9M reactions from USPTO patents (1976-2016). Task: Predict the product of the given reaction. (1) Given the reactants [NH2:1][C@H:2]([CH2:32][C:33]1[CH:42]=[CH:41][C:40]2[C:35](=[CH:36][CH:37]=[CH:38][CH:39]=2)[CH:34]=1)[C:3]([N:5]1[CH2:10][C@@H:9]([CH3:11])[N:8]([C:12](=[O:24])[CH2:13][C:14]2[CH:23]=[CH:22][C:21]3[C:16](=[CH:17][CH:18]=[CH:19][CH:20]=3)[CH:15]=2)[CH2:7][C@@H:6]1[CH2:25][CH2:26][CH2:27][NH:28][C:29]([NH2:31])=[NH:30])=[O:4].N[C@@H:44]([C:56](O)=[O:57])CC1C=C2C(C=CC=C2)=CC=1, predict the reaction product. The product is: [NH:28]([CH2:27][CH2:26][CH2:25][C@H:6]1[CH2:7][N:8]([C:12](=[O:24])[CH2:13][C:14]2[CH:23]=[CH:22][C:21]3[C:16](=[CH:17][CH:18]=[CH:19][CH:20]=3)[CH:15]=2)[C@H:9]([CH3:11])[CH2:10][N:5]1[C:3](=[O:4])[C@H:2]([NH:1][C:56](=[O:57])[CH3:44])[CH2:32][C:33]1[CH:42]=[CH:41][C:40]2[C:35](=[CH:36][CH:37]=[CH:38][CH:39]=2)[CH:34]=1)[C:29]([NH2:31])=[NH:30]. (2) Given the reactants [N:1]1([C:7](=[O:24])[CH2:8][CH:9]([CH2:13][S:14]([CH2:17][C:18]2[CH:23]=[CH:22][CH:21]=[CH:20][CH:19]=2)(=[O:16])=[O:15])[C:10]([OH:12])=O)[CH2:6][CH2:5][O:4][CH2:3][CH2:2]1.[NH2:25][CH:26]([CH2:40][CH3:41])[C@@H:27]([C:29]1[N:33]=[C:32]([C:34]2[CH:39]=[CH:38][CH:37]=[CH:36][CH:35]=2)[O:31][N:30]=1)[OH:28], predict the reaction product. The product is: [N:1]1([C:7](=[O:24])[CH2:8][CH:9]([CH2:13][S:14]([CH2:17][C:18]2[CH:23]=[CH:22][CH:21]=[CH:20][CH:19]=2)(=[O:16])=[O:15])[C:10]([NH:25][C@H:26]([C:27]([C:29]2[N:33]=[C:32]([C:34]3[CH:39]=[CH:38][CH:37]=[CH:36][CH:35]=3)[O:31][N:30]=2)=[O:28])[CH2:40][CH3:41])=[O:12])[CH2:2][CH2:3][O:4][CH2:5][CH2:6]1. (3) Given the reactants [C:1]([O:6][CH2:7][CH:8]1[O:10][CH2:9]1)(=[O:5])[CH2:2][CH2:3][CH3:4].O.C(OCC1C=CC=CC=1)[C@@H]1OC1, predict the reaction product. The product is: [C:1]([O:6][CH2:7][C@H:8]1[O:10][CH2:9]1)(=[O:5])[CH2:2][CH2:3][CH3:4]. (4) Given the reactants [CH2:1]([O:8][C:9]([NH:11][C:12]1([CH2:16][C:17]([OH:19])=[O:18])[CH2:15][O:14][CH2:13]1)=[O:10])[C:2]1[CH:7]=[CH:6][CH:5]=[CH:4][CH:3]=1.Br[CH2:21][C:22]([C:24]1[CH:29]=[CH:28][C:27]([C:30]([F:33])([F:32])[F:31])=[CH:26][CH:25]=1)=[O:23], predict the reaction product. The product is: [CH2:1]([O:8][C:9]([NH:11][C:12]1([CH2:16][C:17]([O:19][CH2:21][C:22](=[O:23])[C:24]2[CH:25]=[CH:26][C:27]([C:30]([F:31])([F:32])[F:33])=[CH:28][CH:29]=2)=[O:18])[CH2:13][O:14][CH2:15]1)=[O:10])[C:2]1[CH:7]=[CH:6][CH:5]=[CH:4][CH:3]=1. (5) Given the reactants [CH3:1][CH2:2][C@@H:3]([NH:7][C:8]([O:10][C:11]([CH3:14])([CH3:13])[CH3:12])=[O:9])[C:4]([OH:6])=O.C(N1C=CN=C1)(N1C=CN=C1)=O.[C:27]([O:33][C:34]([CH3:37])([CH3:36])[CH3:35])(=[O:32])[CH2:28]C([O-])=O.[Cl-].[Mg+2].[Cl-].CC(C)([O-])C.[K+].Cl, predict the reaction product. The product is: [C:34]([O:33][C:27](=[O:32])[CH2:28][C:4](=[O:6])[C@H:3]([NH:7][C:8]([O:10][C:11]([CH3:14])([CH3:13])[CH3:12])=[O:9])[CH2:2][CH3:1])([CH3:37])([CH3:36])[CH3:35]. (6) Given the reactants C(OC(=O)[NH:7][C:8]1[O:9][CH2:10][CH2:11][C@:12]([C:15]2[CH:20]=[C:19]([NH2:21])[CH:18]=[CH:17][C:16]=2[F:22])([CH3:14])[N:13]=1)(C)(C)C.[CH3:24][O:25][C:26]1[C:27]([C:32](O)=[O:33])=[N:28][CH:29]=[CH:30][CH:31]=1, predict the reaction product. The product is: [NH2:7][C:8]1[O:9][CH2:10][CH2:11][C@:12]([C:15]2[CH:20]=[C:19]([NH:21][C:32]([C:27]3[C:26]([O:25][CH3:24])=[CH:31][CH:30]=[CH:29][N:28]=3)=[O:33])[CH:18]=[CH:17][C:16]=2[F:22])([CH3:14])[N:13]=1. (7) The product is: [CH3:35][O:36][C:37](=[O:39])[CH2:38][N:23]1[CH2:24][CH2:25][CH2:26][C@H:22]1[C:6]1[NH:7][C:8]2[C:4]([CH:5]=1)=[CH:3][C:2]([Cl:1])=[CH:10][C:9]=2[N:11]([CH2:12][CH2:13][CH:14]([CH3:16])[CH3:15])[CH2:17][CH2:18][CH:19]([CH3:20])[CH3:21]. Given the reactants [Cl:1][C:2]1[CH:3]=[C:4]2[C:8](=[C:9]([N:11]([CH2:17][CH2:18][CH:19]([CH3:21])[CH3:20])[CH2:12][CH2:13][CH:14]([CH3:16])[CH3:15])[CH:10]=1)[NH:7][C:6]([C@@H:22]1[CH2:26][CH2:25][CH2:24][NH:23]1)=[CH:5]2.C(N(CC)CC)C.Cl[CH2:35][O:36][C:37](=[O:39])[CH3:38], predict the reaction product.